Dataset: Reaction yield outcomes from USPTO patents with 853,638 reactions. Task: Predict the reaction yield, written as a fraction of the theoretical maximum amount of product (1.0 means a 100% yield; for example, 0.34 means a 34% yield). (1) The reactants are Cl[CH2:2][C:3]1[CH:8]=[CH:7][C:6]([O:9][CH3:10])=[CH:5][CH:4]=1.[CH:11]1([C:14]2[C:15]([N:24]3[CH2:29][CH2:28][N:27]([C:30]([O:32][C:33]([CH3:36])([CH3:35])[CH3:34])=[O:31])[CH2:26][CH2:25]3)=[C:16]3[C:22]([I:23])=[N:21][NH:20][C:17]3=[N:18][CH:19]=2)[CH2:13][CH2:12]1.C(=O)([O-])[O-].[K+].[K+].CCOC(C)=O. The catalyst is CN(C=O)C.O. The product is [CH:11]1([C:14]2[C:15]([N:24]3[CH2:29][CH2:28][N:27]([C:30]([O:32][C:33]([CH3:36])([CH3:35])[CH3:34])=[O:31])[CH2:26][CH2:25]3)=[C:16]3[C:22]([I:23])=[N:21][N:20]([CH2:2][C:3]4[CH:8]=[CH:7][C:6]([O:9][CH3:10])=[CH:5][CH:4]=4)[C:17]3=[N:18][CH:19]=2)[CH2:12][CH2:13]1. The yield is 0.570. (2) The reactants are C[O:2][C:3](=[O:26])[C:4]1[C:5](=[C:10]([NH:14][C:15]2[CH:20]=[CH:19][C:18]([O:21][CH3:22])=[C:17]([O:23][CH2:24][CH3:25])[CH:16]=2)[CH:11]=[CH:12][CH:13]=1)[C:6]([O:8]C)=[O:7].[OH-].[Na+]. The catalyst is C(O)C. The product is [CH2:24]([O:23][C:17]1[CH:16]=[C:15]([NH:14][C:10]2[CH:11]=[CH:12][CH:13]=[C:4]([C:3]([OH:26])=[O:2])[C:5]=2[C:6]([OH:8])=[O:7])[CH:20]=[CH:19][C:18]=1[O:21][CH3:22])[CH3:25]. The yield is 0.870.